Dataset: CYP1A2 inhibition data for predicting drug metabolism from PubChem BioAssay. Task: Regression/Classification. Given a drug SMILES string, predict its absorption, distribution, metabolism, or excretion properties. Task type varies by dataset: regression for continuous measurements (e.g., permeability, clearance, half-life) or binary classification for categorical outcomes (e.g., BBB penetration, CYP inhibition). Dataset: cyp1a2_veith. (1) The molecule is Oc1[nH]c2ccccc2c1/C=N/c1nccs1. The result is 1 (inhibitor). (2) The result is 0 (non-inhibitor). The compound is CC(=O)O.O=C(N/N=C/c1cc([N+](=O)[O-])ccc1N1CCNCC1)c1ccc([N+](=O)[O-])cc1.